From a dataset of Catalyst prediction with 721,799 reactions and 888 catalyst types from USPTO. Predict which catalyst facilitates the given reaction. (1) Reactant: [Cl:1][C:2]1[CH:7]=[CH:6][C:5]([CH2:8][CH2:9][CH2:10][C:11]([NH:13][CH2:14][CH:15]2[CH2:42][CH2:41][C:18]3[N:19](C(C4C=CC=CC=4)(C4C=CC=CC=4)C4C=CC=CC=4)[CH:20]=[N:21][C:17]=3[CH2:16]2)=[O:12])=[CH:4][CH:3]=1.ClC1C=CC(CCCC(NCC2CCC3N=CN(C(C4C=CC=CC=4)(C4C=CC=CC=4)C4C=CC=CC=4)C=3C2)=O)=CC=1. Product: [Cl:1][C:2]1[CH:3]=[CH:4][C:5]([CH2:8][CH2:9][CH2:10][C:11]([NH:13][CH2:14][CH:15]2[CH2:42][CH2:41][C:18]3[NH:19][CH:20]=[N:21][C:17]=3[CH2:16]2)=[O:12])=[CH:6][CH:7]=1. The catalyst class is: 86. (2) Reactant: C[O:2][C:3]([C@@H:5]1[CH2:9][CH2:8][CH2:7][C@H:6]1[C:10](=[O:29])[NH:11][C:12]1[S:13][CH:14]=[C:15]([C:17]2[CH:22]=[CH:21][C:20]([C:23](=[O:28])[NH:24][CH:25]3[CH2:27][CH2:26]3)=[CH:19][CH:18]=2)[N:16]=1)=[O:4].CO.[Li+].[OH-].CC(O)=O. Product: [CH:25]1([NH:24][C:23]([C:20]2[CH:21]=[CH:22][C:17]([C:15]3[N:16]=[C:12]([NH:11][C:10]([C@@H:6]4[CH2:7][CH2:8][CH2:9][C@H:5]4[C:3]([OH:4])=[O:2])=[O:29])[S:13][CH:14]=3)=[CH:18][CH:19]=2)=[O:28])[CH2:26][CH2:27]1. The catalyst class is: 1.